This data is from Full USPTO retrosynthesis dataset with 1.9M reactions from patents (1976-2016). The task is: Predict the reactants needed to synthesize the given product. (1) Given the product [CH3:8][O:7][C:5](=[O:6])[CH2:4][C:3]1[C:21]2[C:20]([CH3:24])=[CH:19][C:18]([OH:25])=[C:17]([CH3:16])[C:22]=2[O:23][CH:2]=1, predict the reactants needed to synthesize it. The reactants are: Cl[CH2:2][C:3](=O)[CH2:4][C:5]([O:7][CH2:8]C)=[O:6].S(=O)(=O)(O)O.[CH3:16][C:17]1[C:22]([OH:23])=[CH:21][C:20]([CH3:24])=[CH:19][C:18]=1[OH:25].[OH-].[Na+].Cl. (2) Given the product [O:3]([C:1]([NH:7][O:8][C:16]([O:15][C:9]1[CH:14]=[CH:13][CH:12]=[CH:11][CH:10]=1)=[O:17])=[O:4])[C:9]1[CH:14]=[CH:13][CH:12]=[CH:11][CH:10]=1, predict the reactants needed to synthesize it. The reactants are: [C:1](=[O:4])([OH:3])[O-].[Na+].Cl.[NH2:7][OH:8].[C:9]1([O:15][C:16](Cl)=[O:17])[CH:14]=[CH:13][CH:12]=[CH:11][CH:10]=1.